Dataset: Catalyst prediction with 721,799 reactions and 888 catalyst types from USPTO. Task: Predict which catalyst facilitates the given reaction. (1) Reactant: [O:1]=[C:2]([C:8]1[N:12]2[CH:13]=[CH:14][C:15]([C:17](=[O:25])[NH:18][C:19]3[CH:24]=[CH:23][CH:22]=[CH:21][CH:20]=3)=[CH:16][C:11]2=[N:10][C:9]=1[C:26]([F:29])([F:28])[F:27])[C:3]([O:5]CC)=[O:4].[OH-].[Na+].Cl. Product: [O:1]=[C:2]([C:8]1[N:12]2[CH:13]=[CH:14][C:15]([C:17](=[O:25])[NH:18][C:19]3[CH:24]=[CH:23][CH:22]=[CH:21][CH:20]=3)=[CH:16][C:11]2=[N:10][C:9]=1[C:26]([F:28])([F:29])[F:27])[C:3]([OH:5])=[O:4]. The catalyst class is: 8. (2) Reactant: C([O:3][C:4](=[O:10])[CH:5](Cl)[C:6]([CH3:8])=O)C.[CH:11]([NH2:13])=[O:12].[OH-].[Na+].Cl. Product: [CH3:8][C:6]1[N:13]=[CH:11][O:12][C:5]=1[C:4]([OH:3])=[O:10]. The catalyst class is: 25.